Dataset: Reaction yield outcomes from USPTO patents with 853,638 reactions. Task: Predict the reaction yield, written as a fraction of the theoretical maximum amount of product (1.0 means a 100% yield; for example, 0.34 means a 34% yield). (1) The reactants are [CH3:1][O:2][C:3]([C:5]1[CH:10]=[CH:9][CH:8]=[CH:7][C:6]=1[NH:11][C:12]([CH:14]1[CH2:19][CH2:18][N:17](C(OC(C)(C)C)=O)[CH2:16][CH2:15]1)=[O:13])=[O:4]. The catalyst is FC(F)(F)C(O)=O.ClCCl. The product is [NH:17]1[CH2:18][CH2:19][CH:14]([C:12]([NH:11][C:6]2[CH:7]=[CH:8][CH:9]=[CH:10][C:5]=2[C:3]([O:2][CH3:1])=[O:4])=[O:13])[CH2:15][CH2:16]1. The yield is 1.00. (2) The reactants are [F:1][C:2]1[CH:3]=[C:4]2C(=[CH:9][CH:10]=1)NC(=O)[C:5]2=[N:12][N:13]=CC1(C)CC(C)(C(O)=O)CN1.Cl.C(N=C=NCCCN(C)C)C.[OH:37][C:38]1C2N=NNC=2[CH:41]=[CH:40][CH:39]=1.C([N:49]([CH2:52][CH3:53])[CH2:50][CH3:51])C.[NH2:54][C:55]1[CH:60]=[C:59]([F:61])[CH:58]=[CH:57][C:56]=1[NH:62][C:63](=[O:76])[C:64]1[CH:69]=[CH:68][C:67]([NH:70][CH2:71][CH2:72][CH2:73][CH2:74][NH2:75])=[N:66][CH:65]=1.[CH3:77][N:78]([CH:80]=[O:81])C. The catalyst is [Cl-].[Na+].O. The product is [NH2:54][C:55]1[CH:60]=[C:59]([F:61])[CH:58]=[CH:57][C:56]=1[NH:62][C:63](=[O:76])[C:64]1[CH:69]=[CH:68][C:67]([NH:70][CH2:71][CH2:72][CH2:73][CH2:74][NH:75][C:38]([C:39]2[C:40]([CH3:41])=[C:52]([CH:53]=[N:13][N:12]=[C:5]3[C:4]4[C:77](=[CH:9][CH:10]=[C:2]([F:1])[CH:3]=4)[NH:78][C:80]3=[O:81])[NH:49][C:50]=2[CH3:51])=[O:37])=[N:66][CH:65]=1. The yield is 0.690. (3) The reactants are O1CCCC1.[C:6]([C:8]1[C:9]([NH2:14])=[N:10][CH:11]=[CH:12][CH:13]=1)#[CH:7].[F:15][C:16]1[CH:17]=[C:18]([CH:31]=[CH:32][CH:33]=1)[O:19][C:20]1[N:25]=[CH:24][C:23]([CH2:26][C:27](Cl)=[N:28][OH:29])=[CH:22][CH:21]=1.C(N(CC)CC)C. The catalyst is O. The product is [F:15][C:16]1[CH:17]=[C:18]([CH:31]=[CH:32][CH:33]=1)[O:19][C:20]1[N:25]=[CH:24][C:23]([CH2:26][C:27]2[CH:7]=[C:6]([C:8]3[C:9]([NH2:14])=[N:10][CH:11]=[CH:12][CH:13]=3)[O:29][N:28]=2)=[CH:22][CH:21]=1. The yield is 0.330.